This data is from Full USPTO retrosynthesis dataset with 1.9M reactions from patents (1976-2016). The task is: Predict the reactants needed to synthesize the given product. (1) The reactants are: [C:1]([O:5][C:6]([N:8]1[CH2:15][CH2:14][CH2:13][C@H:9]1[C:10]([OH:12])=[O:11])=[O:7])([CH3:4])([CH3:3])[CH3:2].CCN(C(C)C)C(C)C.Br[CH2:26][C:27]([C:29]1[CH:34]=[CH:33][C:32]([Cl:35])=[CH:31][CH:30]=1)=[O:28]. Given the product [N:8]1([C:6]([O:5][C:1]([CH3:4])([CH3:2])[CH3:3])=[O:7])[CH2:15][CH2:14][CH2:13][C@H:9]1[C:10]([O:12][CH2:26][C:27]([C:29]1[CH:34]=[CH:33][C:32]([Cl:35])=[CH:31][CH:30]=1)=[O:28])=[O:11], predict the reactants needed to synthesize it. (2) Given the product [O:27]=[C:21]1[CH:20]([N:19]2[C:9](=[O:15])[C:8]3[C:12](=[CH:13][C:5]([O:4][CH:1]([CH3:2])[CH3:3])=[CH:6][C:7]=3[N+:16]([O-:18])=[O:17])[C:11]2=[O:14])[CH2:25][CH2:24][C:23](=[O:26])[NH:22]1, predict the reactants needed to synthesize it. The reactants are: [CH:1]([O:4][C:5]1[CH:13]=[C:12]2[C:8]([C:9](=[O:15])O[C:11]2=[O:14])=[C:7]([N+:16]([O-:18])=[O:17])[CH:6]=1)([CH3:3])[CH3:2].[NH2:19][CH:20]1[CH2:25][CH2:24][C:23](=[O:26])[NH:22][C:21]1=[O:27]. (3) The reactants are: [C:1]([O:9][CH2:10][CH3:11])(=[O:8])[CH2:2][C:3]([O:5][CH2:6][CH3:7])=[O:4].[H-].[Na+].Cl[C:15]1[S:16][C:17]([S:21]([NH2:24])(=[O:23])=[O:22])=[C:18]([CH3:20])[N:19]=1.O. Given the product [NH2:24][S:21]([C:17]1[S:16][C:15](=[C:2]([C:3]([O:5][CH2:6][CH3:7])=[O:4])[C:1]([O:9][CH2:10][CH3:11])=[O:8])[NH:19][C:18]=1[CH3:20])(=[O:23])=[O:22], predict the reactants needed to synthesize it. (4) The reactants are: [CH3:1][CH2:2][C:3]([CH2:8][OH:9])([CH2:6][OH:7])CO.[C:10]([OH:17])(=[O:16])[CH2:11][CH2:12][CH2:13][CH2:14][CH3:15].[CH3:18][CH2:19]N=C=NCCCN(C)C.Cl.[CH2:30]1[CH2:34][O:33][CH2:32][CH2:31]1. Given the product [CH2:12]([CH:11]([CH2:18][CH2:19][CH2:8][CH2:3][CH2:2][CH3:1])[C:10]([OH:17])=[O:16])[CH2:13][CH2:14][CH2:15][CH2:32][CH2:31][CH2:30][CH3:34].[OH:9][CH2:8][CH:3]([CH2:6][OH:7])[OH:33].[OH:9][CH2:8][CH:3]([CH2:6][OH:7])[OH:16].[OH:9][CH2:8][CH:3]([CH2:6][OH:7])[OH:16].[OH:9][CH2:8][CH:3]([CH2:6][OH:7])[OH:16].[OH:9][CH2:8][CH:3]([CH2:6][OH:7])[OH:16].[OH:9][CH2:8][CH:3]([CH2:6][OH:7])[OH:16], predict the reactants needed to synthesize it.